From a dataset of Catalyst prediction with 721,799 reactions and 888 catalyst types from USPTO. Predict which catalyst facilitates the given reaction. Reactant: [Br:1][C:2]1[CH:3]=[C:4]([CH:8]2[O:12][CH2:11][CH2:10][O:9]2)[S:5][C:6]=1Br.[Si]([O:20][CH2:21][CH2:22][CH2:23]I)(C(C)(C)C)(C)C. Product: [Br:1][C:2]1[CH:3]=[C:4]([CH:8]2[O:12][CH2:11][CH2:10][O:9]2)[S:5][C:6]=1[CH2:23][CH2:22][CH2:21][OH:20]. The catalyst class is: 1.